From a dataset of Full USPTO retrosynthesis dataset with 1.9M reactions from patents (1976-2016). Predict the reactants needed to synthesize the given product. (1) Given the product [Cl:1][C:2]1[CH:3]=[CH:4][C:5]([N+:11]([O-:13])=[O:12])=[C:6]([CH:10]=1)[C:7]([N:16]([CH3:17])[CH3:14])=[O:8], predict the reactants needed to synthesize it. The reactants are: [Cl:1][C:2]1[CH:3]=[CH:4][C:5]([N+:11]([O-:13])=[O:12])=[C:6]([CH:10]=1)[C:7](O)=[O:8].[C:14](N1C=CN=C1)([N:16]1C=CN=[CH:17]1)=O.C(N(CC)CC)C.Cl.CNC. (2) Given the product [C:12]12([O:22][C:39](=[O:40])[C@H:31]([CH2:32][C:33]3[CH:38]=[CH:37][CH:36]=[CH:35][CH:34]=3)[NH:30][C:23]([O:25][C:26]([CH3:29])([CH3:27])[CH3:28])=[O:24])[CH2:19][CH:18]3[CH2:17][CH:16]([CH2:15][CH:14]([CH2:20]3)[CH2:13]1)[CH2:21]2, predict the reactants needed to synthesize it. The reactants are: C(Cl)CCl.C(N(CC)CC)C.[C:12]12([OH:22])[CH2:21][CH:16]3[CH2:17][CH:18]([CH2:20][CH:14]([CH2:15]3)[CH2:13]1)[CH2:19]2.[C:23]([NH:30][C@H:31]([C:39](O)=[O:40])[CH2:32][C:33]1[CH:38]=[CH:37][CH:36]=[CH:35][CH:34]=1)([O:25][C:26]([CH3:29])([CH3:28])[CH3:27])=[O:24]. (3) Given the product [NH2:1][C:2]1[C:3]([C:4]#[N:5])=[CH:6][C:7]([C:15]2[CH:16]=[N:17][CH:18]=[CH:19][C:20]=2[CH2:28][CH2:29][CH3:30])=[C:8]([C:10]2[O:11][CH:12]=[CH:13][CH:14]=2)[N:9]=1, predict the reactants needed to synthesize it. The reactants are: [NH2:1][C:2]1[N:9]=[C:8]([C:10]2[O:11][CH:12]=[CH:13][CH:14]=2)[C:7]([C:15]2[CH:20]=[CH:19][C:18](=O)[NH:17][CH:16]=2)=[CH:6][C:3]=1[C:4]#[N:5].C(=O)([O-])[O-].[K+].[K+].[CH2:28](I)[CH2:29][CH3:30].O.